Dataset: Reaction yield outcomes from USPTO patents with 853,638 reactions. Task: Predict the reaction yield, written as a fraction of the theoretical maximum amount of product (1.0 means a 100% yield; for example, 0.34 means a 34% yield). (1) The reactants are [NH2:1][C:2]1[S:3][CH:4]=[CH:5][C:6]=1[C:7]([O:9]CC)=O.Cl.Cl[C:14]([NH2:16])=[NH:15].CS(C)(=O)=O.[OH-].[NH4+]. The catalyst is O. The product is [NH2:15][C:14]1[NH:16][C:7](=[O:9])[C:6]2[CH:5]=[CH:4][S:3][C:2]=2[N:1]=1. The yield is 0.450. (2) The reactants are [C:1]([C:3]1[CH:11]=[CH:10][C:6]([C:7]([OH:9])=[O:8])=[C:5]([F:12])[CH:4]=1)#[N:2].[C:13]1(C)C=CC=CC=1.C[Si](C=[N+]=[N-])(C)C.C(OCC)C. The catalyst is CO. The product is [C:1]([C:3]1[CH:11]=[CH:10][C:6]([C:7]([O:9][CH3:13])=[O:8])=[C:5]([F:12])[CH:4]=1)#[N:2]. The yield is 1.00. (3) The reactants are [F:1][C:2]1[CH:3]=[C:4]([NH:18][C:19](=[O:25])[C:20]([O:22]CC)=O)[CH:5]=[CH:6][C:7]=1[O:8][C:9]1[CH:14]=[CH:13][N:12]=[C:11]2[CH:15]=[CH:16][S:17][C:10]=12.[F:26][C:27]1[CH:28]=[C:29]([CH:31]=[CH:32][CH:33]=1)[NH2:30]. No catalyst specified. The product is [F:1][C:2]1[CH:3]=[C:4]([NH:18][C:19](=[O:25])[C:20]([NH:30][C:29]2[CH:31]=[CH:32][CH:33]=[C:27]([F:26])[CH:28]=2)=[O:22])[CH:5]=[CH:6][C:7]=1[O:8][C:9]1[CH:14]=[CH:13][N:12]=[C:11]2[CH:15]=[CH:16][S:17][C:10]=12. The yield is 0.0600. (4) The reactants are [C:1]([C:9]1[C:10](=[O:20])[N:11]([CH3:19])[C:12](=[O:18])[N:13]([CH3:17])[C:14]=1[CH2:15]Br)(=O)[C:2]1[CH:7]=[CH:6][CH:5]=[CH:4][CH:3]=1.[NH2:21][C:22]1[CH:27]=[C:26]([N+:28]([O-:30])=[O:29])[CH:25]=[CH:24][C:23]=1[OH:31]. The catalyst is CO. The product is [OH:31][C:23]1[CH:24]=[CH:25][C:26]([N+:28]([O-:30])=[O:29])=[CH:27][C:22]=1[N:21]1[C:1]([C:2]2[CH:7]=[CH:6][CH:5]=[CH:4][CH:3]=2)=[C:9]2[C:14]([N:13]([CH3:17])[C:12](=[O:18])[N:11]([CH3:19])[C:10]2=[O:20])=[CH:15]1. The yield is 0.940. (5) The reactants are Br[C:2]1[CH:3]=[CH:4][C:5]2[N:6]([C:8]([S:11][C:12]3[CH:13]=[C:14]4[C:19](=[CH:20][CH:21]=3)[N:18]=[CH:17][C:16]([N:22]3[CH2:26][CH2:25][C@H:24]([N:27]([CH3:29])[CH3:28])[CH2:23]3)=[CH:15]4)=[N:9][N:10]=2)[CH:7]=1.N#N.C([Sn](CCCC)(CCCC)[C:37]([O:39][CH2:40][CH3:41])=[CH2:38])CCC. The catalyst is CN(C=O)C.Cl[Pd](Cl)([P](C1C=CC=CC=1)(C1C=CC=CC=1)C1C=CC=CC=1)[P](C1C=CC=CC=1)(C1C=CC=CC=1)C1C=CC=CC=1. The product is [CH2:40]([O:39][C:37]([C:2]1[CH:3]=[CH:4][C:5]2[N:6]([C:8]([S:11][C:12]3[CH:13]=[C:14]4[C:19](=[CH:20][CH:21]=3)[N:18]=[CH:17][C:16]([N:22]3[CH2:26][CH2:25][C@H:24]([N:27]([CH3:28])[CH3:29])[CH2:23]3)=[CH:15]4)=[N:9][N:10]=2)[CH:7]=1)=[CH2:38])[CH3:41]. The yield is 0.139. (6) The reactants are CN(S(F)(F)[F:5])C.O[CH:9]([C:17]1[CH:26]=[N:25][C:24]2[N:23]([CH2:27][C:28]3[CH:33]=[CH:32][C:31]([O:34][CH3:35])=[CH:30][CH:29]=3)[C:22](=[O:36])[N:21]3[N:37]=[CH:38][N:39]=[C:20]3[C:19]=2[CH:18]=1)[CH2:10][N:11]1[CH2:16][CH2:15][O:14][CH2:13][CH2:12]1. The catalyst is C(#N)C.C(=O)(O)[O-].[Na+]. The product is [F:5][CH:9]([C:17]1[CH:26]=[N:25][C:24]2[N:23]([CH2:27][C:28]3[CH:33]=[CH:32][C:31]([O:34][CH3:35])=[CH:30][CH:29]=3)[C:22](=[O:36])[N:21]3[N:37]=[CH:38][N:39]=[C:20]3[C:19]=2[CH:18]=1)[CH2:10][N:11]1[CH2:16][CH2:15][O:14][CH2:13][CH2:12]1. The yield is 0.210. (7) The reactants are [CH2:1]([N:3]1[C:11]2[CH:10]=[CH:9][N:8]=[CH:7][C:6]=2[N:5]=[C:4]1[C:12]1[C:13]([NH2:18])=[N:14][CH:15]=[CH:16][N:17]=1)[CH3:2].[Br:19]N1C(=O)CCC1=O.S([O-])([O-])=O.[Na+].[Na+]. The catalyst is C1COCC1. The product is [Br:19][C:16]1[N:17]=[C:12]([C:4]2[N:3]([CH2:1][CH3:2])[C:11]3[CH:10]=[CH:9][N:8]=[CH:7][C:6]=3[N:5]=2)[C:13]([NH2:18])=[N:14][CH:15]=1. The yield is 0.790. (8) The reactants are [CH3:1][N:2]1[CH2:7][CH2:6][C:5](=[O:8])[CH2:4][CH2:3]1.[Si](OS(C(F)(F)F)(=O)=O)(C)(C)C.[F:21][C:22]1[CH:36]=[CH:35][C:25]([CH:26](O)[C:27]2[CH:32]=[CH:31][C:30]([F:33])=[CH:29][CH:28]=2)=[CH:24][CH:23]=1.C(=O)(O)[O-].[Na+]. The catalyst is ClCCl.O. The product is [F:21][C:22]1[CH:23]=[CH:24][C:25]([CH:26]([C:27]2[CH:32]=[CH:31][C:30]([F:33])=[CH:29][CH:28]=2)[CH:4]2[C:5](=[O:8])[CH2:6][CH2:7][N:2]([CH3:1])[CH2:3]2)=[CH:35][CH:36]=1. The yield is 0.880. (9) The product is [F:18][C@H:19]1[C@H:24]([O:11][C:9]2[CH:8]=[CH:7][CH:6]=[C:5]3[C:10]=2[N:1]=[CH:2][CH:3]=[CH:4]3)[CH2:23][CH2:22][N:21]([C:30]([O:32][C:33]([CH3:36])([CH3:35])[CH3:34])=[O:31])[CH2:20]1. The catalyst is CN(C=O)C.CCOC(C)=O. The reactants are [N:1]1[C:10]2[C:5](=[CH:6][CH:7]=[CH:8][C:9]=2[OH:11])[CH:4]=[CH:3][CH:2]=1.C(=O)([O-])[O-].[Cs+].[Cs+].[F:18][C@H:19]1[C@@H:24](OS(C)(=O)=O)[CH2:23][CH2:22][N:21]([C:30]([O:32][C:33]([CH3:36])([CH3:35])[CH3:34])=[O:31])[CH2:20]1.C(Cl)Cl. The yield is 0.420. (10) The reactants are [CH2:1]([N:8]1[CH2:12][CH:11]([C:13]2[CH:18]=[CH:17][C:16]([Cl:19])=[C:15]([Cl:20])[CH:14]=2)[CH:10]([C:21](=[O:23])[CH3:22])[CH2:9]1)[C:2]1[CH:7]=[CH:6][CH:5]=[CH:4][CH:3]=1.[H-].[H-].[H-].[H-].[Li+].[Al+3]. The catalyst is C1COCC1. The product is [CH2:1]([N:8]1[CH2:12][CH:11]([C:13]2[CH:18]=[CH:17][C:16]([Cl:19])=[C:15]([Cl:20])[CH:14]=2)[CH:10]([CH:21]([OH:23])[CH3:22])[CH2:9]1)[C:2]1[CH:3]=[CH:4][CH:5]=[CH:6][CH:7]=1. The yield is 0.310.